From a dataset of hERG potassium channel inhibition data for cardiac toxicity prediction from Karim et al.. Regression/Classification. Given a drug SMILES string, predict its toxicity properties. Task type varies by dataset: regression for continuous values (e.g., LD50, hERG inhibition percentage) or binary classification for toxic/non-toxic outcomes (e.g., AMES mutagenicity, cardiotoxicity, hepatotoxicity). Dataset: herg_karim. (1) The molecule is O=S(=O)(c1ccc(C=Cc2ccc(F)cc2Cl)nc1)c1ccccc1F. The result is 1 (blocker). (2) The drug is CCN(CC)C(=O)c1ncc(C2=CC3(CCNCC3)Oc3ccccc32)cn1. The result is 0 (non-blocker).